Task: Predict the reactants needed to synthesize the given product.. Dataset: Full USPTO retrosynthesis dataset with 1.9M reactions from patents (1976-2016) (1) Given the product [Br:22][CH2:14][C:13]([C:9]1([C:6]2[CH:5]=[CH:4][C:3]([C:2]([F:16])([F:17])[F:1])=[CH:8][CH:7]=2)[CH2:10][CH2:11][CH2:12]1)=[O:15], predict the reactants needed to synthesize it. The reactants are: [F:1][C:2]([F:17])([F:16])[C:3]1[CH:8]=[CH:7][C:6]([C:9]2([C:13](=[O:15])[CH3:14])[CH2:12][CH2:11][CH2:10]2)=[CH:5][CH:4]=1.C(O)(=O)C.[Br:22]Br.O. (2) Given the product [NH:3]1[C:4]2[CH:9]=[CH:8][CH:7]=[CH:6][C:5]=2[N:1]=[C:2]1[C:10]1[C:14]([NH:15][C:17]2[CH:22]=[CH:21][CH:20]=[CH:19][N:18]=2)=[CH:13][NH:12][N:11]=1, predict the reactants needed to synthesize it. The reactants are: [NH:1]1[C:5]2[CH:6]=[CH:7][CH:8]=[CH:9][C:4]=2[N:3]=[C:2]1[C:10]1[C:14]([NH2:15])=[CH:13][NH:12][N:11]=1.F[C:17]1[CH:22]=[CH:21][CH:20]=[CH:19][N:18]=1.